Dataset: Full USPTO retrosynthesis dataset with 1.9M reactions from patents (1976-2016). Task: Predict the reactants needed to synthesize the given product. (1) Given the product [C:31]([C:28]1[CH:29]=[CH:30][C:25]([CH2:24][O:1][C:2]2[C:11]3[CH2:10][O:9][C:8](=[O:12])[N:7]([CH2:13][C:14]4[CH:21]=[CH:20][C:17]([C:18]#[N:19])=[CH:16][CH:15]=4)[C:6]=3[CH:5]=[N:4][C:3]=2[CH3:22])=[CH:26][CH:27]=1)#[N:32], predict the reactants needed to synthesize it. The reactants are: [OH:1][C:2]1[C:11]2[CH2:10][O:9][C:8](=[O:12])[N:7]([CH2:13][C:14]3[CH:21]=[CH:20][C:17]([C:18]#[N:19])=[CH:16][CH:15]=3)[C:6]=2[CH:5]=[N:4][C:3]=1[CH3:22].Br[CH2:24][C:25]1[CH:30]=[CH:29][C:28]([C:31]#[N:32])=[CH:27][CH:26]=1. (2) Given the product [CH3:12][O:13][C:14](=[O:28])[CH2:15][C:16]1[S:20][C:19]([NH:21][C:7](=[O:9])[C:6]2[CH:10]=[C:2]([Br:1])[CH:3]=[CH:4][C:5]=2[OH:11])=[N:18][C:17]=1[C:22]1[CH:27]=[CH:26][CH:25]=[CH:24][CH:23]=1, predict the reactants needed to synthesize it. The reactants are: [Br:1][C:2]1[CH:10]=[C:6]([C:7]([OH:9])=O)[C:5]([OH:11])=[CH:4][CH:3]=1.[CH3:12][O:13][C:14](=[O:28])[CH2:15][C:16]1[S:20][C:19]([NH2:21])=[N:18][C:17]=1[C:22]1[CH:27]=[CH:26][CH:25]=[CH:24][CH:23]=1. (3) Given the product [Cl:1][C:2]1[CH:3]=[C:4]([NH:15][C:16]2[C:25]3[C:20](=[CH:21][C:22]([O:45][CH2:44][CH2:43][CH2:42][N:39]4[CH2:38][CH2:37][N:36]([CH2:34][CH3:35])[CH2:41][CH2:40]4)=[C:23]([O:26][CH2:27][CH2:28][O:29][CH3:30])[CH:24]=3)[N:19]=[CH:18][C:17]=2[C:32]#[N:33])[CH:5]=[CH:6][C:7]=1[S:8][C:9]1[N:10]([CH3:14])[CH:11]=[CH:12][N:13]=1, predict the reactants needed to synthesize it. The reactants are: [Cl:1][C:2]1[CH:3]=[C:4]([NH:15][C:16]2[C:25]3[C:20](=[CH:21][C:22](F)=[C:23]([O:26][CH2:27][CH2:28][O:29][CH3:30])[CH:24]=3)[N:19]=[CH:18][C:17]=2[C:32]#[N:33])[CH:5]=[CH:6][C:7]=1[S:8][C:9]1[N:10]([CH3:14])[CH:11]=[CH:12][N:13]=1.[CH2:34]([N:36]1[CH2:41][CH2:40][N:39]([CH2:42][CH2:43][CH2:44][OH:45])[CH2:38][CH2:37]1)[CH3:35].